Dataset: Forward reaction prediction with 1.9M reactions from USPTO patents (1976-2016). Task: Predict the product of the given reaction. (1) Given the reactants [Cl:1][C:2]1[CH:3]=[CH:4][C:5](I)=[C:6]([CH:11]=1)[C:7]([O:9][CH3:10])=[O:8].[CH3:13]/[C:14](=[CH:17]\[Sn](CCCC)(CCCC)CCCC)/[CH2:15][OH:16].O1C=CC=C1P(C1OC=CC=1)C1OC=CC=1, predict the reaction product. The product is: [Cl:1][C:2]1[CH:3]=[CH:4][C:5]([CH2:13]/[C:14](/[CH3:17])=[CH:15]/[OH:16])=[C:6]([C:7]([O:9][CH3:10])=[O:8])[CH:11]=1. (2) Given the reactants [F:1][C:2]1[CH:3]=[C:4]2[C:8](=[CH:9][CH:10]=1)[CH2:7][C:6]([NH:14][C:15](=[O:27])[C:16]1[CH:21]=[CH:20][CH:19]=[C:18]([CH3:22])[C:17]=1[CH:23]=[C:24]([CH3:26])[CH3:25])([C:11]([OH:13])=[O:12])[CH2:5]2, predict the reaction product. The product is: [F:1][C:2]1[CH:3]=[C:4]2[C:8](=[CH:9][CH:10]=1)[CH2:7][C:6]([NH:14][C:15](=[O:27])[C:16]1[CH:21]=[CH:20][CH:19]=[C:18]([CH3:22])[C:17]=1[CH2:23][CH:24]([CH3:25])[CH3:26])([C:11]([OH:13])=[O:12])[CH2:5]2. (3) Given the reactants [F:1][C:2]1[CH:7]=[CH:6][C:5]([C:8]2([C:14]([OH:16])=O)[CH2:13][CH2:12][CH2:11][CH2:10][CH2:9]2)=[CH:4][CH:3]=1.[NH2:17][CH2:18][CH2:19][CH2:20][N:21]1[CH2:26][CH2:25][CH:24]([C:27]2[CH:28]=[C:29]([NH:34][C:35](=[O:39])[CH:36]([CH3:38])[CH3:37])[CH:30]=[CH:31][C:32]=2[CH3:33])[CH2:23][CH2:22]1, predict the reaction product. The product is: [F:1][C:2]1[CH:3]=[CH:4][C:5]([C:8]2([C:14]([NH:17][CH2:18][CH2:19][CH2:20][N:21]3[CH2:26][CH2:25][CH:24]([C:27]4[CH:28]=[C:29]([NH:34][C:35](=[O:39])[CH:36]([CH3:38])[CH3:37])[CH:30]=[CH:31][C:32]=4[CH3:33])[CH2:23][CH2:22]3)=[O:16])[CH2:9][CH2:10][CH2:11][CH2:12][CH2:13]2)=[CH:6][CH:7]=1. (4) Given the reactants Br[C:2]1[CH:7]=[CH:6][C:5]([O:8][CH:9]2[CH2:13][CH2:12][CH2:11][CH2:10]2)=[CH:4][N:3]=1.[CH3:14][N:15]1[CH:19]=[CH:18][C:17]([NH2:20])=[N:16]1, predict the reaction product. The product is: [CH:9]1([O:8][C:5]2[CH:6]=[CH:7][C:2]([NH:20][C:17]3[CH:18]=[CH:19][N:15]([CH3:14])[N:16]=3)=[N:3][CH:4]=2)[CH2:13][CH2:12][CH2:11][CH2:10]1. (5) Given the reactants [CH:1]1([N:5]2[CH2:10][CH2:9][N:8]([C:11]([C:13]3[CH:14]=[C:15]4[C:19](=[CH:20][CH:21]=3)[NH:18][C:17]([C:22]([N:24]3[CH2:29][CH2:28][C:27]([F:31])([F:30])[CH2:26][CH2:25]3)=[O:23])=[CH:16]4)=[O:12])[CH2:7][CH2:6]2)[CH2:4][CH2:3][CH2:2]1.[Cl:32][C:33]1[CH:34]=[C:35](B(O)O)[CH:36]=[CH:37][CH:38]=1.N1C=CC=CC=1, predict the reaction product. The product is: [Cl:32][C:33]1[CH:38]=[C:37]([N:18]2[C:19]3[C:15](=[CH:14][C:13]([C:11]([N:8]4[CH2:7][CH2:6][N:5]([CH:1]5[CH2:2][CH2:3][CH2:4]5)[CH2:10][CH2:9]4)=[O:12])=[CH:21][CH:20]=3)[CH:16]=[C:17]2[C:22]([N:24]2[CH2:25][CH2:26][C:27]([F:30])([F:31])[CH2:28][CH2:29]2)=[O:23])[CH:36]=[CH:35][CH:34]=1. (6) Given the reactants [CH3:1][C:2]1([CH3:23])[O:7][C:6](=[O:8])[C:5]2[CH:9]=[CH:10][C:11]([O:13]C3C=CC(C=O)=CC=3F)=[CH:12][C:4]=2[O:3]1.C1(CCN)CC1.C(O[BH-](OC(=O)C)OC(=O)C)(=O)C.[Na+].[OH-].[K+], predict the reaction product. The product is: [OH:13][C:11]1[CH:10]=[CH:9][C:5]2[C:6](=[O:8])[O:7][C:2]([CH3:1])([CH3:23])[O:3][C:4]=2[CH:12]=1. (7) Given the reactants [F:1][C:2]1[CH:7]=[CH:6][CH:5]=[C:4]([F:8])[C:3]=1[CH:9]=[CH:10][C:11]([C:13]1[N:14]=[C:15]([CH:18]2[CH2:23][CH2:22][N:21]([C:24](=[O:36])[CH2:25][N:26]3[C:30]([CH3:31])=[CH:29][C:28]([C:32]([F:35])([F:34])[F:33])=[N:27]3)[CH2:20][CH2:19]2)[S:16][CH:17]=1)=O.Cl.[NH2:38][OH:39], predict the reaction product. The product is: [F:1][C:2]1[CH:7]=[CH:6][CH:5]=[C:4]([F:8])[C:3]=1[CH:9]=[CH:10][C:11]([C:13]1[N:14]=[C:15]([CH:18]2[CH2:23][CH2:22][N:21]([C:24](=[O:36])[CH2:25][N:26]3[C:30]([CH3:31])=[CH:29][C:28]([C:32]([F:35])([F:34])[F:33])=[N:27]3)[CH2:20][CH2:19]2)[S:16][CH:17]=1)=[N:38][OH:39]. (8) Given the reactants [NH2:1][C:2]1[C:3]([CH3:20])=[CH:4][C:5]([CH3:19])=[C:6]([S:8]([NH:11][CH2:12][C:13]2[CH:14]=[N:15][CH:16]=[CH:17][CH:18]=2)(=[O:10])=[O:9])[CH:7]=1.[Cl:21][C:22]1[N:31]=[CH:30][CH:29]=[C:28]2[C:23]=1[C:24]1[CH:36]=[C:35]([F:37])[CH:34]=[CH:33][C:25]=1N=[C:27]2Cl.[CH3:38][Si]([N-][Si](C)(C)C)(C)C.[Na+], predict the reaction product. The product is: [Cl:21][C:22]1[C:23]2[C:28](=[C:27]([NH:1][C:2]3[C:3]([CH3:20])=[CH:4][C:5]([CH3:19])=[C:6]([S:8]([NH:11][CH2:12][C:13]4[CH:14]=[N:15][CH:16]=[CH:17][CH:18]=4)(=[O:10])=[O:9])[CH:7]=3)[CH:38]=[C:25]3[CH:33]=[CH:34][C:35]([F:37])=[CH:36][C:24]3=2)[CH:29]=[CH:30][N:31]=1. (9) Given the reactants Cl[C:2]1[CH:7]=[C:6]([CH3:8])[N:5]=[C:4]([C:9]#[N:10])[CH:3]=1.[OH:11][C:12]1[CH:13]=[N:14][CH:15]=[N:16][CH:17]=1.C([O-])([O-])=O.[K+].[K+], predict the reaction product. The product is: [CH3:8][C:6]1[N:5]=[C:4]([C:9]#[N:10])[CH:3]=[C:2]([O:11][C:12]2[CH:13]=[N:14][CH:15]=[N:16][CH:17]=2)[CH:7]=1.